This data is from Forward reaction prediction with 1.9M reactions from USPTO patents (1976-2016). The task is: Predict the product of the given reaction. (1) Given the reactants Cl[C:2]1[C:11]2=[N:12][N:13](CC3C=CC(OC)=CC=3)[CH:14]=[C:10]2[C:9]2[CH:8]=[C:7]([O:24][CH3:25])[CH:6]=[CH:5][C:4]=2[N:3]=1.[CH2:26]([N:28]([CH2:36][CH3:37])[C:29]1[CH:34]=[CH:33][C:32]([NH2:35])=[CH:31][CH:30]=1)[CH3:27].Cl, predict the reaction product. The product is: [CH2:36]([N:28]([CH2:26][CH3:27])[C:29]1[CH:34]=[CH:33][C:32]([NH:35][C:2]2[C:11]3=[N:12][NH:13][CH:14]=[C:10]3[C:9]3[CH:8]=[C:7]([O:24][CH3:25])[CH:6]=[CH:5][C:4]=3[N:3]=2)=[CH:31][CH:30]=1)[CH3:37]. (2) Given the reactants [C:1]([C:5]1[CH:9]=[C:8]([NH:10][C:11]([NH:13][C:14]2[C:23]3[C:18](=[CH:19][CH:20]=[CH:21][CH:22]=3)[C:17]([O:24][C:25]3[CH:30]=[CH:29][N:28]=[C:27](Cl)[N:26]=3)=[CH:16][CH:15]=2)=[O:12])[N:7]([C:32]2[CH:37]=[CH:36][C:35]([P:38]([CH3:41])([CH3:40])=[O:39])=[CH:34][CH:33]=2)[N:6]=1)([CH3:4])([CH3:3])[CH3:2].[NH2:42][CH2:43][CH2:44][CH2:45][OH:46], predict the reaction product. The product is: [C:1]([C:5]1[CH:9]=[C:8]([NH:10][C:11]([NH:13][C:14]2[C:23]3[C:18](=[CH:19][CH:20]=[CH:21][CH:22]=3)[C:17]([O:24][C:25]3[CH:30]=[CH:29][N:28]=[C:27]([NH:42][CH2:43][CH2:44][CH2:45][OH:46])[N:26]=3)=[CH:16][CH:15]=2)=[O:12])[N:7]([C:32]2[CH:37]=[CH:36][C:35]([P:38]([CH3:41])([CH3:40])=[O:39])=[CH:34][CH:33]=2)[N:6]=1)([CH3:4])([CH3:3])[CH3:2].